Binary Classification. Given a drug SMILES string, predict its activity (active/inactive) in a high-throughput screening assay against a specified biological target. From a dataset of M1 muscarinic receptor antagonist screen with 61,756 compounds. The drug is O1CCN(CC1)CC(=O)c1c(n(Cc2ccccc2)c(=O)n(c1=O)CC)N. The result is 0 (inactive).